This data is from Full USPTO retrosynthesis dataset with 1.9M reactions from patents (1976-2016). The task is: Predict the reactants needed to synthesize the given product. (1) Given the product [NH2:8][C@@H:9]([C:11]1[C:12]([F:45])=[C:13]([C:17]2[CH:22]=[C:21]([O:23][CH2:24][C:25]3([CH3:28])[CH2:27][CH2:26]3)[CH:20]=[C:19]([CH2:29][O:30][C:31]3[CH:36]=[CH:35][CH:34]=[CH:33][C:32]=3[CH2:37][C:38]([OH:40])=[O:39])[CH:18]=2)[CH:14]=[CH:15][CH:16]=1)[CH3:10], predict the reactants needed to synthesize it. The reactants are: C(OC([NH:8][C@@H:9]([C:11]1[C:12]([F:45])=[C:13]([C:17]2[CH:22]=[C:21]([O:23][CH2:24][C:25]3([CH3:28])[CH2:27][CH2:26]3)[CH:20]=[C:19]([CH2:29][O:30][C:31]3[CH:36]=[CH:35][CH:34]=[CH:33][C:32]=3[CH2:37][C:38]([O:40]C(C)(C)C)=[O:39])[CH:18]=2)[CH:14]=[CH:15][CH:16]=1)[CH3:10])=O)(C)(C)C.Cl. (2) Given the product [Cl:1][C:2]1[C:11]2[C:10]([CH3:13])([CH3:12])[CH2:9][CH:8]=[C:7]([CH:14]([CH3:16])[CH3:15])[C:6]=2[CH:5]=[C:4](/[C:17](/[CH3:30])=[C:18](/[F:29])\[CH:19]=[CH:20]\[C:21](\[CH3:28])=[CH:22]\[C:23]([OH:25])=[O:24])[C:3]=1[O:31][CH2:32][CH3:33], predict the reactants needed to synthesize it. The reactants are: [Cl:1][C:2]1[C:11]2[C:10]([CH3:13])([CH3:12])[CH2:9][CH:8]=[C:7]([CH:14]([CH3:16])[CH3:15])[C:6]=2[CH:5]=[C:4](/[C:17](/[CH3:30])=[C:18](/[F:29])\[CH:19]=[CH:20]\[C:21](\[CH3:28])=[CH:22]\[C:23]([O:25]CC)=[O:24])[C:3]=1[O:31][CH2:32][CH3:33].[OH-].[Na+].